From a dataset of Reaction yield outcomes from USPTO patents with 853,638 reactions. Predict the reaction yield, written as a fraction of the theoretical maximum amount of product (1.0 means a 100% yield; for example, 0.34 means a 34% yield). (1) The reactants are C([O:3][C:4]([C:6]1([CH3:27])[CH2:11][CH2:10][N:9]([C:12]2[N:13]=[N:14][C:15]([CH2:20][C:21]3[CH:26]=[CH:25][CH:24]=[CH:23][CH:22]=3)=[C:16]([CH3:19])[C:17]=2[CH3:18])[CH2:8][CH2:7]1)=[O:5])C.[OH-].[Na+]. The catalyst is CCO.O. The product is [CH2:20]([C:15]1[N:14]=[N:13][C:12]([N:9]2[CH2:10][CH2:11][C:6]([CH3:27])([C:4]([OH:5])=[O:3])[CH2:7][CH2:8]2)=[C:17]([CH3:18])[C:16]=1[CH3:19])[C:21]1[CH:26]=[CH:25][CH:24]=[CH:23][CH:22]=1. The yield is 0.890. (2) The reactants are [Br:1][C:2]1[N:7]=[C:6]([NH2:8])[CH:5]=[CH:4][CH:3]=1.[CH3:9][C:10]([CH3:15])([CH3:14])[C:11](Cl)=[O:12].C(N(C(C)C)CC)(C)C. The catalyst is C(Cl)Cl.C(OCC)C. The product is [Br:1][C:2]1[N:7]=[C:6]([NH:8][C:11](=[O:12])[C:10]([CH3:15])([CH3:14])[CH3:9])[CH:5]=[CH:4][CH:3]=1. The yield is 0.930. (3) The reactants are [OH:1][C:2]1[CH:7]=[C:6]([OH:8])[CH:5]=[CH:4][C:3]=1[C:9](=[O:11])[CH3:10].[Br:12][C:13]1[CH:18]=[CH:17][C:16]([CH2:19]Br)=[C:15]([F:21])[CH:14]=1.C(=O)([O-])[O-].[K+].[K+].CO. The catalyst is CN(C=O)C.O. The product is [Br:12][C:13]1[CH:18]=[CH:17][C:16]([CH2:19][O:8][C:6]2[CH:5]=[CH:4][C:3]([C:9](=[O:11])[CH3:10])=[C:2]([OH:1])[CH:7]=2)=[C:15]([F:21])[CH:14]=1. The yield is 0.750. (4) The reactants are C([N:8]1[CH2:12][CH2:11][C:10]([CH2:18][F:19])([C:13]([O:15][CH2:16][CH3:17])=[O:14])[CH2:9]1)C1C=CC=CC=1.C([O-])=O.[NH4+]. The catalyst is CO.C(OCC)(=O)C.[Pd]. The product is [F:19][CH2:18][C:10]1([C:13]([O:15][CH2:16][CH3:17])=[O:14])[CH2:11][CH2:12][NH:8][CH2:9]1. The yield is 0.500. (5) The reactants are [N:1]1([CH2:6][CH2:7][O:8][C:9]2[CH:14]=[CH:13][C:12]([NH2:15])=[CH:11][CH:10]=2)[CH2:5][CH2:4][CH2:3][CH2:2]1.[F:16][C:17]1[CH:25]=[C:24]2[C:20]([C:21](=[CH:27]O)[C:22](=[O:26])[NH:23]2)=[CH:19][CH:18]=1. No catalyst specified. The product is [F:16][C:17]1[CH:25]=[C:24]2[C:20]([C:21](=[CH:27][NH:15][C:12]3[CH:11]=[CH:10][C:9]([O:8][CH2:7][CH2:6][N:1]4[CH2:5][CH2:4][CH2:3][CH2:2]4)=[CH:14][CH:13]=3)[C:22](=[O:26])[NH:23]2)=[CH:19][CH:18]=1. The yield is 0.480. (6) The reactants are [CH3:1][C:2]1([CH3:14])[CH2:6][C:5]2[CH:7]=[CH:8][CH:9]=[C:10]([CH2:11][NH:12][CH3:13])[C:4]=2[O:3]1.Cl.[O:16]=[C:17]1[NH:26][C:25]2[N:24]=[CH:23][C:22](/[CH:27]=[CH:28]/[C:29]([OH:31])=O)=[CH:21][C:20]=2[CH2:19][CH2:18]1. No catalyst specified. The product is [CH3:1][C:2]1([CH3:14])[CH2:6][C:5]2[CH:7]=[CH:8][CH:9]=[C:10]([CH2:11][N:12]([CH3:13])[C:29](=[O:31])[CH:28]=[CH:27][C:22]3[CH:23]=[N:24][C:25]4[NH:26][C:17](=[O:16])[CH2:18][CH2:19][C:20]=4[CH:21]=3)[C:4]=2[O:3]1. The yield is 0.730.